This data is from Forward reaction prediction with 1.9M reactions from USPTO patents (1976-2016). The task is: Predict the product of the given reaction. (1) Given the reactants [NH:1]1[C:9]2[C:4](=[CH:5][CH:6]=[CH:7][CH:8]=2)[C:3]([CH:10]=[O:11])=[CH:2]1.N1C=CC=CC=1.[C:18](OC(=O)C)(=[O:20])[CH3:19], predict the reaction product. The product is: [C:18]([N:1]1[C:9]2[C:4](=[CH:5][CH:6]=[CH:7][CH:8]=2)[C:3]([CH:10]=[O:11])=[CH:2]1)(=[O:20])[CH3:19]. (2) Given the reactants [CH2:1]([O:8][C:9]1[CH:10]=[C:11]([C:23](=[O:39])[CH2:24][C:25]2[CH:30]=[CH:29][C:28]([O:31][CH2:32][C:33]3[CH:38]=[CH:37][CH:36]=[CH:35][CH:34]=3)=[CH:27][CH:26]=2)[CH:12]=[C:13]([O:15][CH2:16][C:17]2[CH:22]=[CH:21][CH:20]=[CH:19][CH:18]=2)[CH:14]=1)[C:2]1[CH:7]=[CH:6][CH:5]=[CH:4][CH:3]=1.[BH4-].[Na+], predict the reaction product. The product is: [CH2:16]([O:15][C:13]1[CH:12]=[C:11]([CH:23]([OH:39])[CH2:24][C:25]2[CH:26]=[CH:27][C:28]([O:31][CH2:32][C:33]3[CH:34]=[CH:35][CH:36]=[CH:37][CH:38]=3)=[CH:29][CH:30]=2)[CH:10]=[C:9]([O:8][CH2:1][C:2]2[CH:7]=[CH:6][CH:5]=[CH:4][CH:3]=2)[CH:14]=1)[C:17]1[CH:22]=[CH:21][CH:20]=[CH:19][CH:18]=1.